Dataset: Catalyst prediction with 721,799 reactions and 888 catalyst types from USPTO. Task: Predict which catalyst facilitates the given reaction. (1) Reactant: [BH4-].[Na+].[CH:3]([C:5]1[S:9][C:8]([C:10]([OH:12])=[O:11])=[CH:7][CH:6]=1)=[O:4].CC(C)=O. Product: [OH:4][CH2:3][C:5]1[S:9][C:8]([C:10]([OH:12])=[O:11])=[CH:7][CH:6]=1. The catalyst class is: 5. (2) Reactant: [N:1]1[CH:6]=[CH:5][CH:4]=[CH:3][C:2]=1[CH2:7][C:8]([N:10]1[C:18]2[C:13](=[CH:14][C:15]([NH2:19])=[CH:16][CH:17]=2)[CH2:12][CH2:11]1)=[O:9].[F:20][C:21]1[CH:26]=[CH:25][C:24]([C:27]2[CH2:32][CH2:31][CH2:30][CH2:29][C:28]=2[C:33](O)=[O:34])=[CH:23][CH:22]=1.O.ON1C2C=CC=CC=2N=N1.CN(C)CCCN=C=NCC. Product: [F:20][C:21]1[CH:22]=[CH:23][C:24]([C:27]2[CH2:32][CH2:31][CH2:30][CH2:29][C:28]=2[C:33]([NH:19][C:15]2[CH:14]=[C:13]3[C:18](=[CH:17][CH:16]=2)[N:10]([C:8](=[O:9])[CH2:7][C:2]2[CH:3]=[CH:4][CH:5]=[CH:6][N:1]=2)[CH2:11][CH2:12]3)=[O:34])=[CH:25][CH:26]=1. The catalyst class is: 35. (3) Reactant: [CH3:1][O:2][C:3]1[CH:8]=[CH:7][C:6]([O:9][CH3:10])=[CH:5][C:4]=1[C:11](=O)[CH2:12][N:13]1[CH2:17][CH2:16][CH2:15][CH:14]1[C:18]1[CH:23]=[CH:22][CH:21]=[C:20]([O:24][CH2:25][CH2:26][CH2:27][N:28]2[CH2:33][CH2:32][CH2:31][CH2:30][CH2:29]2)[CH:19]=1.N. Product: [CH3:1][O:2][C:3]1[CH:8]=[CH:7][C:6]([O:9][CH3:10])=[CH:5][C:4]=1[C@H:11]1[C:23]2[C:18](=[CH:19][C:20]([O:24][CH2:25][CH2:26][CH2:27][N:28]3[CH2:33][CH2:32][CH2:31][CH2:30][CH2:29]3)=[CH:21][CH:22]=2)[C@@H:14]2[CH2:15][CH2:16][CH2:17][N:13]2[CH2:12]1. The catalyst class is: 100. (4) Reactant: [CH3:1][C:2]([C:17]1[CH:22]=[CH:21][CH:20]=[CH:19][CH:18]=1)([CH3:16])[CH2:3][CH2:4]/[CH:5]=[N:6]/[S@:7]([C:9]1[CH:14]=[CH:13][C:12]([CH3:15])=[CH:11][CH:10]=1)=[O:8].[C-:23]#[N:24].C([Al+]CC)C.C(O)(C)C.[Cl-].[NH4+]. Product: [C:23]([C@@H:5]([NH:6][S@:7]([C:9]1[CH:10]=[CH:11][C:12]([CH3:15])=[CH:13][CH:14]=1)=[O:8])[CH2:4][CH2:3][C:2]([CH3:1])([C:17]1[CH:22]=[CH:21][CH:20]=[CH:19][CH:18]=1)[CH3:16])#[N:24]. The catalyst class is: 7. (5) Reactant: [NH2:1][C:2]1[CH:7]=[C:6]([CH3:8])[C:5]([CH3:9])=[CH:4][C:3]=1[NH:10][CH2:11][CH2:12][CH2:13][CH2:14][CH2:15][OH:16].O.[NH:18]1[C:26](=[O:27])[C:24](=O)[C:22](=O)[NH:21][C:19]1=[O:20].[B]=O. Product: [OH:16][CH2:15][CH2:14][CH2:13][CH2:12][CH2:11][N:10]1[C:22]2[C:24]([C:26](=[O:27])[NH:18][C:19](=[O:20])[N:21]=2)=[N:1][C:2]2[CH:7]=[C:6]([CH3:8])[C:5]([CH3:9])=[CH:4][C:3]1=2. The catalyst class is: 15. (6) Reactant: [CH3:1][NH:2][CH2:3][CH2:4][CH2:5][C@:6]1([C:17]2[CH:18]=[CH:19][C:20]([F:23])=[CH:21][CH:22]=2)[O:14][CH2:13][C:12]2[CH:11]=[C:10]([C:15]#[N:16])[CH:9]=[CH:8][C:7]1=2.[C:24]1(C)C=CC(C([C@@:32]([C:48]([OH:50])=[O:49])([OH:47])[C@@:32](C(C2C=CC(C)=CC=2)=O)([OH:47])[C:48]([OH:50])=[O:49])=O)=C[CH:24]=1.Cl. Product: [CH3:1][N:2]([CH2:3][CH2:4][CH2:5][C@@:6]1([C:17]2[CH:18]=[CH:19][C:20]([F:23])=[CH:21][CH:22]=2)[O:14][CH2:13][C:12]2[CH:11]=[C:10]([C:15]#[N:16])[CH:9]=[CH:8][C:7]1=2)[CH3:24].[C:32]([OH:14])([C:48]([OH:50])=[O:49])=[O:47]. The catalyst class is: 32. (7) Reactant: [F:1][C:2]1[CH:7]=[CH:6][C:5]([C:8]#[CH:9])=[CH:4][CH:3]=1.[CH:10]([C@@H:12]1[N:16]([CH3:17])[C:15](=[O:18])[CH2:14][C@@H:13]1[C:19]1[CH:24]=[CH:23][CH:22]=[CH:21][CH:20]=1)=[O:11]. Product: [F:1][C:2]1[CH:7]=[CH:6][C:5]([C:8]#[C:9][C@H:10]([C@@H:12]2[N:16]([CH3:17])[C:15](=[O:18])[CH2:14][C@@H:13]2[C:19]2[CH:24]=[CH:23][CH:22]=[CH:21][CH:20]=2)[OH:11])=[CH:4][CH:3]=1.[F:1][C:2]1[CH:7]=[CH:6][C:5]([CH2:8][CH2:9][C@H:10]([C@@H:12]2[N:16]([CH3:17])[C:15](=[O:18])[CH2:14][C@@H:13]2[C:19]2[CH:24]=[CH:23][CH:22]=[CH:21][CH:20]=2)[OH:11])=[CH:4][CH:3]=1. The catalyst class is: 99. (8) Reactant: FC(F)(F)C(O)=O.[F:8][C:9]1([F:16])[CH2:15][CH2:14][CH2:13][NH:12][CH2:11][CH2:10]1.[O:17]1[CH:21]=[C:20]([C:22]2[S:26][CH:25]=[C:24]([C:27](O)=[O:28])[CH:23]=2)[N:19]=[CH:18]1.CCN(C(C)C)C(C)C.CN(C(ON1N=NC2C=CC=NC1=2)=[N+](C)C)C.F[P-](F)(F)(F)(F)F. Product: [F:8][C:9]1([F:16])[CH2:15][CH2:14][CH2:13][N:12]([C:27]([C:24]2[CH:23]=[C:22]([C:20]3[N:19]=[CH:18][O:17][CH:21]=3)[S:26][CH:25]=2)=[O:28])[CH2:11][CH2:10]1. The catalyst class is: 76. (9) Reactant: COC(=O)CC[S:6][C:7]1[CH:8]=[C:9]([O:32][C:33]2[CH:38]=[CH:37][CH:36]=[CH:35][CH:34]=2)[C:10]([NH:13][C:14]2[S:15][CH:16]=[C:17]([CH:19]3[CH2:24][CH2:23][N:22]([C:25]([O:27][C:28]([CH3:31])([CH3:30])[CH3:29])=[O:26])[CH2:21][CH2:20]3)[N:18]=2)=[N:11][CH:12]=1.Cl[C:41]1[CH:46]=[CH:45][N:44]=[C:43]2[CH:47]=[CH:48][S:49][C:42]=12.CC([O-])(C)C.[K+].[NH4+].[Cl-]. Product: [O:32]([C:9]1[C:10]([NH:13][C:14]2[S:15][CH:16]=[C:17]([CH:19]3[CH2:24][CH2:23][N:22]([C:25]([O:27][C:28]([CH3:31])([CH3:30])[CH3:29])=[O:26])[CH2:21][CH2:20]3)[N:18]=2)=[N:11][CH:12]=[C:7]([S:6][C:41]2[CH:46]=[CH:45][N:44]=[C:43]3[CH:47]=[CH:48][S:49][C:42]=23)[CH:8]=1)[C:33]1[CH:38]=[CH:37][CH:36]=[CH:35][CH:34]=1. The catalyst class is: 16.